Predict the product of the given reaction. From a dataset of Forward reaction prediction with 1.9M reactions from USPTO patents (1976-2016). (1) Given the reactants [CH3:1][N:2]=[C:3]=[O:4].[F:5][C:6]1[C:11]([C:12]([C:14]2[C:22]3[C:17](=[N:18][CH:19]=[C:20]([C:23]4[CH:24]=[C:25]5[C:29](=[CH:30][CH:31]=4)[NH:28][N:27]=[CH:26]5)[CH:21]=3)[NH:16][CH:15]=2)=[O:13])=[C:10]([F:32])[CH:9]=[CH:8][C:7]=1[NH:33][S:34]([C:37]1[CH:42]=[C:41]([F:43])[CH:40]=[CH:39][C:38]=1[F:44])(=[O:36])=[O:35].C(=O)([O-])[O-].[K+].[K+].C(#N)C, predict the reaction product. The product is: [CH3:1][NH:2][C:3]([N:28]1[C:29]2[C:25](=[CH:24][C:23]([C:20]3[CH:21]=[C:22]4[C:14]([C:12](=[O:13])[C:11]5[C:10]([F:32])=[CH:9][CH:8]=[C:7]([NH:33][S:34]([C:37]6[CH:42]=[C:41]([F:43])[CH:40]=[CH:39][C:38]=6[F:44])(=[O:36])=[O:35])[C:6]=5[F:5])=[CH:15][NH:16][C:17]4=[N:18][CH:19]=3)=[CH:31][CH:30]=2)[CH:26]=[N:27]1)=[O:4]. (2) Given the reactants [CH3:1][C:2]([CH3:32])([CH3:31])[C:3]#[C:4][C:5]1[S:9][C:8]([C:10]([OH:12])=[O:11])=[C:7]([N:13]([CH2:23][CH2:24][P:25]([O:28]CC)([CH3:27])=[O:26])[C:14]([CH:16]2[CH2:21][CH2:20][CH:19]([CH3:22])[CH2:18][CH2:17]2)=[O:15])[CH:6]=1.[Si](I)(C)(C)C.N1C(C)=CC=CC=1C, predict the reaction product. The product is: [CH3:31][C:2]([CH3:1])([CH3:32])[C:3]#[C:4][C:5]1[S:9][C:8]([C:10]([OH:12])=[O:11])=[C:7]([N:13]([CH2:23][CH2:24][P:25]([OH:28])([CH3:27])=[O:26])[C:14]([CH:16]2[CH2:17][CH2:18][CH:19]([CH3:22])[CH2:20][CH2:21]2)=[O:15])[CH:6]=1. (3) Given the reactants C([O:3][C:4]([C:6]1[C:7]([C:12]([F:15])([F:14])[F:13])=[N:8][N:9]([CH3:11])[CH:10]=1)=O)C.[H-].C([Al+]CC(C)C)C(C)C, predict the reaction product. The product is: [CH3:11][N:9]1[CH:10]=[C:6]([CH2:4][OH:3])[C:7]([C:12]([F:13])([F:14])[F:15])=[N:8]1. (4) Given the reactants Cl[C:2]1[N:7]=[CH:6][N:5]=[C:4]([NH:8][C:9]2[CH:18]=[C:17]([CH3:19])[C:12]3[NH:13][C:14]([CH3:16])=[N:15][C:11]=3[CH:10]=2)[CH:3]=1.[NH:20]1[CH2:25][CH2:24][CH:23]([N:26]2[C:30]3[CH:31]=[N:32][C:33]4[CH:34]=[CH:35][CH:36]=[CH:37][C:38]=4[C:29]=3[NH:28][C:27]2=[O:39])[CH2:22][CH2:21]1.CCN(C(C)C)C(C)C, predict the reaction product. The product is: [CH3:16][C:14]1[NH:13][C:12]2[C:17]([CH3:19])=[CH:18][C:9]([NH:8][C:4]3[N:5]=[CH:6][N:7]=[C:2]([N:20]4[CH2:21][CH2:22][CH:23]([N:26]5[C:30]6[CH:31]=[N:32][C:33]7[CH:34]=[CH:35][CH:36]=[CH:37][C:38]=7[C:29]=6[NH:28][C:27]5=[O:39])[CH2:24][CH2:25]4)[CH:3]=3)=[CH:10][C:11]=2[N:15]=1. (5) The product is: [N:1]1([C:7]2[N:15]=[C:14]3[C:10]([NH:11][CH:12]=[N:13]3)=[C:9]([C:16]3[CH:17]=[C:18]([OH:22])[CH:19]=[CH:20][CH:21]=3)[N:8]=2)[CH2:2][CH2:3][O:4][CH2:5][CH2:6]1. Given the reactants [N:1]1([C:7]2[N:15]=[C:14]3[C:10]([NH:11][CH:12]=[N:13]3)=[C:9]([C:16]3[CH:21]=[CH:20][CH:19]=[C:18]([O:22]CC4C=CC=CC=4)[CH:17]=3)[N:8]=2)[CH2:6][CH2:5][O:4][CH2:3][CH2:2]1, predict the reaction product. (6) Given the reactants [O:1]=[C:2]1[CH2:6][CH2:5][CH2:4][NH:3]1.[H-].[Na+].Br[CH2:10][C:11]1[O:12][C:13]2[CH:19]=[C:18]([C:20]([O:22][CH2:23][CH3:24])=[O:21])[CH:17]=[C:16]([O:25][C:26]3[CH:31]=[CH:30][C:29]([S:32]([CH3:35])(=[O:34])=[O:33])=[CH:28][CH:27]=3)[C:14]=2[CH:15]=1.O, predict the reaction product. The product is: [CH3:35][S:32]([C:29]1[CH:30]=[CH:31][C:26]([O:25][C:16]2[C:14]3[CH:15]=[C:11]([CH2:10][N:3]4[CH2:4][CH2:5][CH2:6][C:2]4=[O:1])[O:12][C:13]=3[CH:19]=[C:18]([C:20]([O:22][CH2:23][CH3:24])=[O:21])[CH:17]=2)=[CH:27][CH:28]=1)(=[O:34])=[O:33]. (7) Given the reactants [Br:1][C:2]1[NH:3][CH:4]=[C:5]([CH3:7])[N:6]=1.F[C:9]1[CH:14]=[CH:13][CH:12]=[C:11]([O:15][CH3:16])[C:10]=1[N+:17]([O-:19])=[O:18].C(=O)([O-])[O-].[K+].[K+].O, predict the reaction product. The product is: [Br:1][C:2]1[N:3]([C:9]2[CH:14]=[CH:13][CH:12]=[C:11]([O:15][CH3:16])[C:10]=2[N+:17]([O-:19])=[O:18])[CH:4]=[C:5]([CH3:7])[N:6]=1.